Regression. Given two drug SMILES strings and cell line genomic features, predict the synergy score measuring deviation from expected non-interaction effect. From a dataset of NCI-60 drug combinations with 297,098 pairs across 59 cell lines. (1) Drug 1: C1=C(C(=O)NC(=O)N1)N(CCCl)CCCl. Drug 2: CC12CCC3C(C1CCC2O)C(CC4=C3C=CC(=C4)O)CCCCCCCCCS(=O)CCCC(C(F)(F)F)(F)F. Cell line: SF-295. Synergy scores: CSS=5.27, Synergy_ZIP=-0.246, Synergy_Bliss=-1.09, Synergy_Loewe=-1.14, Synergy_HSA=-0.829. (2) Drug 1: C1CCN(CC1)CCOC2=CC=C(C=C2)C(=O)C3=C(SC4=C3C=CC(=C4)O)C5=CC=C(C=C5)O. Drug 2: CCN(CC)CCNC(=O)C1=C(NC(=C1C)C=C2C3=C(C=CC(=C3)F)NC2=O)C. Cell line: HCT-15. Synergy scores: CSS=0.566, Synergy_ZIP=0.537, Synergy_Bliss=2.16, Synergy_Loewe=-1.24, Synergy_HSA=-1.11. (3) Synergy scores: CSS=1.76, Synergy_ZIP=-3.69, Synergy_Bliss=-5.75, Synergy_Loewe=-5.99, Synergy_HSA=-6.53. Drug 1: CCCCCOC(=O)NC1=NC(=O)N(C=C1F)C2C(C(C(O2)C)O)O. Cell line: M14. Drug 2: CN(CCCl)CCCl.Cl. (4) Drug 1: C1=CC(=CC=C1CCC2=CNC3=C2C(=O)NC(=N3)N)C(=O)NC(CCC(=O)O)C(=O)O. Drug 2: C1=C(C(=O)NC(=O)N1)N(CCCl)CCCl. Cell line: PC-3. Synergy scores: CSS=26.3, Synergy_ZIP=-10.4, Synergy_Bliss=-16.6, Synergy_Loewe=-19.4, Synergy_HSA=-12.2. (5) Drug 1: CNC(=O)C1=CC=CC=C1SC2=CC3=C(C=C2)C(=NN3)C=CC4=CC=CC=N4. Synergy scores: CSS=8.47, Synergy_ZIP=-4.12, Synergy_Bliss=-3.84, Synergy_Loewe=-8.35, Synergy_HSA=-3.26. Drug 2: C1=NNC2=C1C(=O)NC=N2. Cell line: HCT116. (6) Drug 1: CN1CCC(CC1)COC2=C(C=C3C(=C2)N=CN=C3NC4=C(C=C(C=C4)Br)F)OC. Drug 2: CCC1=CC2CC(C3=C(CN(C2)C1)C4=CC=CC=C4N3)(C5=C(C=C6C(=C5)C78CCN9C7C(C=CC9)(C(C(C8N6C)(C(=O)OC)O)OC(=O)C)CC)OC)C(=O)OC.C(C(C(=O)O)O)(C(=O)O)O. Cell line: EKVX. Synergy scores: CSS=60.5, Synergy_ZIP=9.82, Synergy_Bliss=8.08, Synergy_Loewe=10.1, Synergy_HSA=12.1.